Task: Predict the product of the given reaction.. Dataset: Forward reaction prediction with 1.9M reactions from USPTO patents (1976-2016) (1) Given the reactants [I:1][C:2]1[CH:7]=[CH:6][N:5]=[C:4]([O:8][CH3:9])[C:3]=1[CH:10]=[N:11][C:12]1[C:13]([NH2:25])=[N:14][C:15]([N:19]2[CH2:24][CH2:23][O:22][CH2:21][CH2:20]2)=[N:16][C:17]=1[CH3:18].C1COCC1.C(O)(=O)C.C(O)(=O)C.IC1C=CC=CC=1, predict the reaction product. The product is: [I:1][C:2]1[CH:7]=[CH:6][N:5]=[C:4]([O:8][CH3:9])[C:3]=1[C:10]1[NH:25][C:13]2[C:12]([N:11]=1)=[C:17]([CH3:18])[N:16]=[C:15]([N:19]1[CH2:20][CH2:21][O:22][CH2:23][CH2:24]1)[N:14]=2. (2) Given the reactants [Cl:1][C:2]1[CH:3]=[C:4]([CH:9]=[C:10]([O:18][CH:19]2[CH2:23][CH2:22][CH2:21][CH2:20]2)[C:11]=1[O:12][CH:13]1[CH2:17][CH2:16][CH2:15][CH2:14]1)[C:5]([O:7]C)=[O:6], predict the reaction product. The product is: [Cl:1][C:2]1[CH:3]=[C:4]([CH:9]=[C:10]([O:18][CH:19]2[CH2:20][CH2:21][CH2:22][CH2:23]2)[C:11]=1[O:12][CH:13]1[CH2:14][CH2:15][CH2:16][CH2:17]1)[C:5]([OH:7])=[O:6].